Dataset: Catalyst prediction with 721,799 reactions and 888 catalyst types from USPTO. Task: Predict which catalyst facilitates the given reaction. Reactant: [Cl:1][C:2]1[CH:40]=[CH:39][C:5]([CH2:6][N:7]2[C:15]3[C:10](=[N:11][C:12]([C:23]([OH:25])=[O:24])=[N:13][C:14]=3[NH:16][C@@H:17]([CH:19]3[CH2:22][CH2:21][CH2:20]3)[CH3:18])[N:9]=[C:8]2[C:26]2[CH:31]=[C:30]([CH3:32])[CH:29]=[CH:28][C:27]=2[O:33][CH2:34][CH2:35][CH2:36][O:37]C)=[CH:4][CH:3]=1.I[Si](C)(C)C. Product: [Cl:1][C:2]1[CH:3]=[CH:4][C:5]([CH2:6][N:7]2[C:15]3[C:10](=[N:11][C:12]([C:23]([OH:25])=[O:24])=[N:13][C:14]=3[NH:16][C@@H:17]([CH:19]3[CH2:22][CH2:21][CH2:20]3)[CH3:18])[N:9]=[C:8]2[C:26]2[CH:31]=[C:30]([CH3:32])[CH:29]=[CH:28][C:27]=2[O:33][CH2:34][CH2:35][CH2:36][OH:37])=[CH:39][CH:40]=1. The catalyst class is: 4.